Dataset: Full USPTO retrosynthesis dataset with 1.9M reactions from patents (1976-2016). Task: Predict the reactants needed to synthesize the given product. (1) Given the product [O:15]1[C:9]2([CH2:11][CH2:12][CH:6]([C:4]([O:3][CH2:2][CH3:1])=[O:5])[CH2:7][CH2:8]2)[O:10][CH2:13][CH2:14]1, predict the reactants needed to synthesize it. The reactants are: [CH3:1][CH2:2][O:3][C:4]([CH:6]1[CH2:12][CH2:11][C:9](=[O:10])[CH2:8][CH2:7]1)=[O:5].[CH2:13](O)[CH2:14][OH:15].CCOCC. (2) Given the product [CH3:1][O:2][C:3]1[CH:8]=[CH:7][N:6]2[N:9]=[C:10]([C:15]3[CH:20]=[CH:19][CH:18]=[CH:17][CH:16]=3)[C:11]([C:12]3[CH:13]=[CH:23][C:22](=[O:26])[NH:28][N:29]=3)=[C:5]2[CH:4]=1, predict the reactants needed to synthesize it. The reactants are: [CH3:1][O:2][C:3]1[CH:8]=[CH:7][N:6]2[N:9]=[C:10]([C:15]3[CH:20]=[CH:19][CH:18]=[CH:17][CH:16]=3)[C:11]([C:12](=O)[CH3:13])=[C:5]2[CH:4]=1.O.[C:22]([OH:26])(=O)[CH:23]=O.O.[NH2:28][NH2:29]. (3) Given the product [Br:1][C:2]1[C:10]([O:11][C:12]([F:14])([F:15])[F:13])=[CH:9][C:5]([C:6]([O:8][CH2:20][CH3:21])=[O:7])=[C:4]([N+:16]([O-:18])=[O:17])[CH:3]=1, predict the reactants needed to synthesize it. The reactants are: [Br:1][C:2]1[C:10]([O:11][C:12]([F:15])([F:14])[F:13])=[CH:9][C:5]([C:6]([OH:8])=[O:7])=[C:4]([N+:16]([O-:18])=[O:17])[CH:3]=1.N[C:20]1C=C(Cl)C(C(F)(F)F)=C[C:21]=1C(OCC)=O. (4) Given the product [F:1][C:2]1[CH:10]=[CH:9][CH:8]=[C:7]2[C:3]=1[CH2:4][N:5]([C:11]([O:13][C@H:14]1[CH2:36][N:35]3[C@H:16]([C:17](=[O:63])[NH:18][C@@:19]4([CH2:60][C@H:59]4[CH:61]=[CH2:62])[C:20](=[O:58])[NH:21][S:22](=[O:56])(=[O:57])[C:23]4[CH:54]=[C:53]([F:55])[CH:52]=[CH:51][C:24]=4[NH:25][CH2:26][CH2:27][CH2:28][CH2:29][CH2:30][CH2:31][CH2:32][C@H:33]([NH2:38])[C:34]3=[O:37])[CH2:15]1)=[O:12])[CH2:6]2, predict the reactants needed to synthesize it. The reactants are: [F:1][C:2]1[CH:10]=[CH:9][CH:8]=[C:7]2[C:3]=1[CH2:4][N:5]([C:11]([O:13][C@H:14]1[CH2:36][N:35]3[C@H:16]([C:17](=[O:63])[NH:18][C@@:19]4([CH2:60][C@H:59]4[CH:61]=[CH2:62])[C:20](=[O:58])[NH:21][S:22](=[O:57])(=[O:56])[C:23]4[CH:54]=[C:53]([F:55])[CH:52]=[CH:51][C:24]=4[NH:25][CH2:26][CH2:27][CH2:28][CH2:29][CH2:30][CH2:31][CH2:32][C@H:33]([NH:38]S(C4C=CC=CC=4[N+]([O-])=O)(=O)=O)[C:34]3=[O:37])[CH2:15]1)=[O:12])[CH2:6]2.[N+](C1C=CC=CC=1S(N[C@@H](CCCCCCC=C)C(OCC)=O)(=O)=O)([O-])=O.C1CCN2C(=NCCC2)CC1. (5) Given the product [Br:1][C:2]1[CH:3]=[N:4][C:5]2[N:6]([N:8]=[C:9]([C:11]([N:26]3[CH2:25][CH2:24][N:23]4[C:19]([C:16]5[CH:17]=[CH:18][S:14][CH:15]=5)=[N:20][N:21]=[C:22]4[CH2:27]3)=[O:13])[CH:10]=2)[CH:7]=1, predict the reactants needed to synthesize it. The reactants are: [Br:1][C:2]1[CH:3]=[N:4][C:5]2[N:6]([N:8]=[C:9]([C:11]([OH:13])=O)[CH:10]=2)[CH:7]=1.[S:14]1[CH:18]=[CH:17][C:16]([C:19]2[N:23]3[CH2:24][CH2:25][NH:26][CH2:27][C:22]3=[N:21][N:20]=2)=[CH:15]1. (6) Given the product [F:44][C:41]1[CH:42]=[CH:43][C:38]([C:31]2[C:12]3[C:11](=[CH:16][CH:15]=[CH:14][C:13]=3[O:17][C@H:18]([C:22]3[CH:23]=[CH:24][CH:25]=[CH:26][CH:27]=3)[C@@H:19]([NH2:21])[CH3:20])[NH:33][N:32]=2)=[CH:39][CH:40]=1, predict the reactants needed to synthesize it. The reactants are: FC1C=CC(N2[C:16]3[C:11](=[CH:12][C:13]([O:17][C@H:18]([C:22]4[CH:27]=[CH:26][CH:25]=[CH:24][CH:23]=4)[C@@H:19]([NH2:21])[CH3:20])=[CH:14][CH:15]=3)C=N2)=CC=1.IC1C=CC=C2C=1[C:31]([C:38]1[CH:43]=[CH:42][C:41]([F:44])=[CH:40][CH:39]=1)=[N:32][NH:33]2.C[C@H](N)[C@H](O)C1C=CC=CC=1.